From a dataset of Tyrosyl-DNA phosphodiesterase HTS with 341,365 compounds. Binary Classification. Given a drug SMILES string, predict its activity (active/inactive) in a high-throughput screening assay against a specified biological target. (1) The drug is Fc1cc(NC(=O)CCNC(=O)C)c(cc1)C. The result is 0 (inactive). (2) The molecule is s1c(C(=O)NNC(=O)Cc2c3c(oc2)cc(OC)cc3)ccc1. The result is 0 (inactive). (3) The drug is Clc1c(cc(S(=O)(=O)N2CCN(CC2)c2ccc(OC)cc2)cc1)C(F)(F)F. The result is 0 (inactive). (4) The compound is O=C(N1CCN(CC1)C(=O)c1occc1)C(CC)c1ccccc1. The result is 0 (inactive).